Dataset: Forward reaction prediction with 1.9M reactions from USPTO patents (1976-2016). Task: Predict the product of the given reaction. (1) Given the reactants [N:1]1([C:7](OC(C)(C)C)=O)[CH2:6][CH2:5][NH:4][CH2:3][CH2:2]1.[Cl:14][C:15]1[CH:16]=[C:17]([F:22])C(F)=[N:19][CH:20]=1.CCN(C(C)C)C(C)C.C(O)(C(F)(F)F)=O, predict the reaction product. The product is: [Cl:14][C:15]1[CH:16]=[C:17]([F:22])[C:7]([N:1]2[CH2:2][CH2:3][NH:4][CH2:5][CH2:6]2)=[N:19][CH:20]=1. (2) Given the reactants [NH2:1][C:2]1[CH:7]=[CH:6][C:5]([N:8]2[CH2:13][CH2:12][O:11][CH2:10][C:9]2=[O:14])=[C:4]([F:15])[CH:3]=1.[C:16]([CH:19]=[C:20]=[O:21])(=[O:18])[CH3:17], predict the reaction product. The product is: [F:15][C:4]1[CH:3]=[C:2]([NH:1][C:20](=[O:21])[CH2:19][C:16](=[O:18])[CH3:17])[CH:7]=[CH:6][C:5]=1[N:8]1[CH2:13][CH2:12][O:11][CH2:10][C:9]1=[O:14]. (3) Given the reactants [NH2:1][C:2]1[CH:7]=[CH:6][C:5]([Br:8])=[CH:4][N:3]=1.[C:9](O[C:9]([O:11][C:12]([CH3:15])([CH3:14])[CH3:13])=[O:10])([O:11][C:12]([CH3:15])([CH3:14])[CH3:13])=[O:10], predict the reaction product. The product is: [Br:8][C:5]1[CH:6]=[CH:7][C:2]([NH:1][C:9]([O:11][C:12]([CH3:15])([CH3:14])[CH3:13])=[O:10])=[N:3][CH:4]=1. (4) Given the reactants [C:1]([CH:3]1[CH2:8][CH2:7][CH2:6][NH:5][CH2:4]1)#[CH:2].C(N(CC)CC)C.Cl[C:17]([O:19][CH3:20])=[O:18], predict the reaction product. The product is: [C:1]([CH:3]1[CH2:8][CH2:7][CH2:6][N:5]([C:17]([O:19][CH3:20])=[O:18])[CH2:4]1)#[CH:2]. (5) Given the reactants [F:8][C:7]([F:10])([F:9])[C:6](O[C:6](=[O:11])[C:7]([F:10])([F:9])[F:8])=[O:11].[Br:14][C:15]1[CH:20]=[CH:19][C:18]([N:21]2[CH2:27][CH2:26][CH2:25][CH:24]=[C:23]([N:28]3[CH2:33][CH2:32][O:31][CH2:30][CH2:29]3)[C:22]2=[O:34])=[C:17]([F:35])[CH:16]=1, predict the reaction product. The product is: [Br:14][C:15]1[CH:20]=[CH:19][C:18]([N:21]2[CH2:27][CH2:26][CH2:25][C:24]([C:6](=[O:11])[C:7]([F:8])([F:9])[F:10])=[C:23]([N:28]3[CH2:33][CH2:32][O:31][CH2:30][CH2:29]3)[C:22]2=[O:34])=[C:17]([F:35])[CH:16]=1. (6) The product is: [OH:44][C:43]1[CH:45]=[CH:46][C:38]([CH:37]=[CH:8][C:9]([O:11][CH2:12][CH3:13])=[O:10])=[CH:39][C:40]=1[O:41][CH3:42]. Given the reactants C1(P(C2C=CC=CC=2)(C2C=CC=CC=2)=[CH:8][C:9]([O:11][CH2:12][CH3:13])=[O:10])C=CC=CC=1.C[Si]([N-][Si](C)(C)C)(C)C.[Na+].O=[CH:37][C:38]1[CH:46]=[CH:45][C:43]([OH:44])=[C:40]([O:41][CH3:42])[CH:39]=1, predict the reaction product.